This data is from Peptide-MHC class II binding affinity with 134,281 pairs from IEDB. The task is: Regression. Given a peptide amino acid sequence and an MHC pseudo amino acid sequence, predict their binding affinity value. This is MHC class II binding data. (1) The peptide sequence is DCIMTSYQYLIIQNT. The MHC is DRB1_0301 with pseudo-sequence DRB1_0301. The binding affinity (normalized) is 0.405. (2) The peptide sequence is SQDLELSWNLNGLQGY. The MHC is HLA-DQA10301-DQB10302 with pseudo-sequence HLA-DQA10301-DQB10302. The binding affinity (normalized) is 0.227. (3) The peptide sequence is MTETLLVQNANPDCKTIL. The MHC is DRB3_0101 with pseudo-sequence DRB3_0101. The binding affinity (normalized) is 0.